From a dataset of NCI-60 drug combinations with 297,098 pairs across 59 cell lines. Regression. Given two drug SMILES strings and cell line genomic features, predict the synergy score measuring deviation from expected non-interaction effect. (1) Drug 1: CNC(=O)C1=NC=CC(=C1)OC2=CC=C(C=C2)NC(=O)NC3=CC(=C(C=C3)Cl)C(F)(F)F. Drug 2: C1=NC2=C(N1)C(=S)N=CN2. Cell line: NCI-H226. Synergy scores: CSS=26.7, Synergy_ZIP=2.81, Synergy_Bliss=3.11, Synergy_Loewe=-14.9, Synergy_HSA=3.47. (2) Drug 1: CCC1(CC2CC(C3=C(CCN(C2)C1)C4=CC=CC=C4N3)(C5=C(C=C6C(=C5)C78CCN9C7C(C=CC9)(C(C(C8N6C=O)(C(=O)OC)O)OC(=O)C)CC)OC)C(=O)OC)O.OS(=O)(=O)O. Drug 2: CCN(CC)CCCC(C)NC1=C2C=C(C=CC2=NC3=C1C=CC(=C3)Cl)OC. Cell line: ACHN. Synergy scores: CSS=16.6, Synergy_ZIP=1.61, Synergy_Bliss=2.94, Synergy_Loewe=0.529, Synergy_HSA=1.61.